Task: Predict the reactants needed to synthesize the given product.. Dataset: Full USPTO retrosynthesis dataset with 1.9M reactions from patents (1976-2016) (1) Given the product [CH:1]1([CH2:4][O:5][C:6]2[CH:11]=[C:10]([O:12][CH3:13])[C:9]([F:14])=[CH:8][C:7]=2[C:15]2[C:16]3[N:23]([CH2:31][O:32][CH2:33][CH2:34][Si:35]([CH3:38])([CH3:37])[CH3:36])[C:22]([CH3:24])=[C:21]([C:25]([O:27][CH2:28][CH3:29])=[O:26])[C:17]=3[N:18]=[CH:19][N:20]=2)[CH2:3][CH2:2]1, predict the reactants needed to synthesize it. The reactants are: [CH:1]1([CH2:4][O:5][C:6]2[CH:11]=[C:10]([O:12][CH3:13])[C:9]([F:14])=[CH:8][C:7]=2[C:15]2[C:16]3[NH:23][C:22]([CH3:24])=[C:21]([C:25]([O:27][CH2:28][CH3:29])=[O:26])[C:17]=3[N:18]=[CH:19][N:20]=2)[CH2:3][CH2:2]1.Cl[CH2:31][O:32][CH2:33][CH2:34][Si:35]([CH3:38])([CH3:37])[CH3:36]. (2) Given the product [F:29][C:24]1[CH:23]=[C:22]([NH:21][C:11]2[N:8]3[C:7]([C:6]4[N:5]([C:3](=[O:4])[C:2]([CH3:31])([CH3:30])[N:1]=4)[CH2:10][CH2:9]3)=[N:13][C:12]=2[C:14]2[CH:19]=[CH:18][C:17]([F:20])=[CH:16][CH:15]=2)[CH:27]=[CH:26][C:25]=1[F:28], predict the reactants needed to synthesize it. The reactants are: [NH2:1][C:2]([CH3:31])([CH3:30])[C:3]([N:5]1[CH2:10][CH2:9][N:8]2[C:11]([NH:21][C:22]3[CH:27]=[CH:26][C:25]([F:28])=[C:24]([F:29])[CH:23]=3)=[C:12]([C:14]3[CH:19]=[CH:18][C:17]([F:20])=[CH:16][CH:15]=3)[N:13]=[C:7]2[CH2:6]1)=[O:4]. (3) Given the product [Cl:27][C:28]1[C:36]([Cl:37])=[CH:35][CH:34]=[CH:33][C:29]=1[C:30]([N:14]1[CH2:15][CH2:16][N:11]([C:1]2[C:10]3[C:5](=[CH:6][CH:7]=[CH:8][CH:9]=3)[CH:4]=[CH:3][CH:2]=2)[C:12](=[O:17])[CH2:13]1)=[O:31], predict the reactants needed to synthesize it. The reactants are: [C:1]1([N:11]2[CH2:16][CH2:15][NH:14][CH2:13][C:12]2=[O:17])[C:10]2[C:5](=[CH:6][CH:7]=[CH:8][CH:9]=2)[CH:4]=[CH:3][CH:2]=1.CCN(C(C)C)C(C)C.[Cl:27][C:28]1[C:36]([Cl:37])=[CH:35][CH:34]=[CH:33][C:29]=1[C:30](Cl)=[O:31].C(O)(=O)CC(CC(O)=O)(C(O)=O)O. (4) Given the product [Cl:1][C:2]1[C:3]2[N:12]([C:13]3[C:18]([F:19])=[CH:17][CH:16]=[CH:15][C:14]=3[F:20])[N:11]=[C:10]([C:21]3[CH:22]=[C:23]([CH:24]=[CH:25][CH:26]=3)[O:27][CH2:35][CH2:36][OH:37])[C:4]=2[C:5]([O:8][CH3:9])=[N:6][CH:7]=1, predict the reactants needed to synthesize it. The reactants are: [Cl:1][C:2]1[C:3]2[N:12]([C:13]3[C:18]([F:19])=[CH:17][CH:16]=[CH:15][C:14]=3[F:20])[N:11]=[C:10]([C:21]3[CH:22]=[C:23]([OH:27])[CH:24]=[CH:25][CH:26]=3)[C:4]=2[C:5]([O:8][CH3:9])=[N:6][CH:7]=1.C(=O)([O-])[O-].[K+].[K+].Br[CH2:35][CH2:36][OH:37].O.